The task is: Regression/Classification. Given a drug SMILES string, predict its absorption, distribution, metabolism, or excretion properties. Task type varies by dataset: regression for continuous measurements (e.g., permeability, clearance, half-life) or binary classification for categorical outcomes (e.g., BBB penetration, CYP inhibition). Dataset: cyp2c9_veith.. This data is from CYP2C9 inhibition data for predicting drug metabolism from PubChem BioAssay. (1) The drug is COc1ccc(-n2c(=O)c(-c3ccccc3)nc3cncnc32)cc1. The result is 0 (non-inhibitor). (2) The compound is c1ccc2sc(SCN(C3CCCCC3)C3CCCCC3)nc2c1. The result is 0 (non-inhibitor).